This data is from Reaction yield outcomes from USPTO patents with 853,638 reactions. The task is: Predict the reaction yield, written as a fraction of the theoretical maximum amount of product (1.0 means a 100% yield; for example, 0.34 means a 34% yield). (1) The reactants are C(OC([NH:8][CH2:9][C@@H:10]([N:15]1[CH2:20][CH2:19][CH2:18][CH2:17][CH2:16]1)[C:11]([O:13][CH3:14])=[O:12])=O)(C)(C)C.[ClH:21]. The catalyst is CO.C(O)(C)C. The product is [ClH:21].[ClH:21].[NH2:8][CH2:9][C@H:10]([N:15]1[CH2:20][CH2:19][CH2:18][CH2:17][CH2:16]1)[C:11]([O:13][CH3:14])=[O:12]. The yield is 1.00. (2) The reactants are [C:1]([C:5]1[N:9]=[C:8]([CH2:10][C:11]([O:13]CC)=[O:12])[N:7]([CH2:16][CH2:17][O:18][CH3:19])[N:6]=1)([CH3:4])([CH3:3])[CH3:2].[Li+].[OH-].Cl. The catalyst is CO. The product is [C:1]([C:5]1[N:9]=[C:8]([CH2:10][C:11]([OH:13])=[O:12])[N:7]([CH2:16][CH2:17][O:18][CH3:19])[N:6]=1)([CH3:4])([CH3:2])[CH3:3]. The yield is 0.800. (3) The reactants are [C:1]([O:4][C:5]1[CH:10]=[CH:9][C:8]([CH:11]=[O:12])=[C:7]([O:13]C(=O)C)[CH:6]=1)(=[O:3])[CH3:2].[OH-].[Na+].Cl. The catalyst is C(O)C.O.C(OCC)(=O)C. The product is [C:1]([O:4][C:5]1[CH:10]=[CH:9][C:8]([CH:11]=[O:12])=[C:7]([OH:13])[CH:6]=1)(=[O:3])[CH3:2]. The yield is 0.440. (4) The reactants are [OH:1][C:2]1[CH:3]=[N:4][CH:5]=[CH:6][CH:7]=1.C1(=O)O[CH2:11][CH2:10][O:9]1.C([O-])([O-])=O.[K+].[K+].CN(C=O)C. The catalyst is C1(=O)OCCO1.O. The product is [N:4]1[CH:5]=[CH:6][CH:7]=[C:2]([O:1][CH2:11][CH2:10][OH:9])[CH:3]=1. The yield is 0.720. (5) The yield is 0.720. The catalyst is O1CCCC1. The reactants are [NH2:1][C:2]1[C:7]2=[CH:8][CH:9]=[C:10]([CH2:11][CH2:12][CH2:13][CH2:14][OH:15])[N:6]2[N:5]=[CH:4][N:3]=1.[Br:16]N1C(C)(C)C(=O)N(Br)C1=O. The product is [NH2:1][C:2]1[C:7]2=[C:8]([Br:16])[CH:9]=[C:10]([CH2:11][CH2:12][CH2:13][CH2:14][OH:15])[N:6]2[N:5]=[CH:4][N:3]=1. (6) The reactants are [O:1]=[C:2]1[NH:6][C:5](=[O:7])[C:4](=[CH:8][C:9]2[C:18]3[C:13](=[CH:14][CH:15]=[CH:16][CH:17]=3)[C:12]([O:19][CH2:20][CH2:21][CH2:22][C:23](O)=[O:24])=[CH:11][CH:10]=2)[S:3]1.ON1C2C=CC=CC=2N=N1.Cl.C(N=C=NCCCN(C)C)C.[C:48]([O:52][C:53](=[O:59])[NH:54][CH2:55][CH2:56][CH2:57][NH2:58])([CH3:51])([CH3:50])[CH3:49]. The catalyst is CN(C=O)C. The product is [C:48]([O:52][C:53](=[O:59])[NH:54][CH2:55][CH2:56][CH2:57][NH:58][C:23](=[O:24])[CH2:22][CH2:21][CH2:20][O:19][C:12]1[C:13]2[C:18](=[CH:17][CH:16]=[CH:15][CH:14]=2)[C:9]([CH:8]=[C:4]2[S:3][C:2](=[O:1])[NH:6][C:5]2=[O:7])=[CH:10][CH:11]=1)([CH3:51])([CH3:49])[CH3:50]. The yield is 0.590.